The task is: Regression. Given a peptide amino acid sequence and an MHC pseudo amino acid sequence, predict their binding affinity value. This is MHC class II binding data.. This data is from Peptide-MHC class II binding affinity with 134,281 pairs from IEDB. (1) The peptide sequence is GVWTFDSEEPLQGPF. The MHC is HLA-DQA10301-DQB10302 with pseudo-sequence HLA-DQA10301-DQB10302. The binding affinity (normalized) is 0.393. (2) The peptide sequence is PCKGDSVTIKLDGNL. The MHC is DRB1_1501 with pseudo-sequence DRB1_1501. The binding affinity (normalized) is 0.151. (3) The peptide sequence is GESQIVDKIDAAFKI. The MHC is DRB1_0802 with pseudo-sequence DRB1_0802. The binding affinity (normalized) is 0.380. (4) The peptide sequence is AAATAGTTVYGCFAA. The MHC is HLA-DQA10102-DQB10602 with pseudo-sequence HLA-DQA10102-DQB10602. The binding affinity (normalized) is 0.534.